This data is from Forward reaction prediction with 1.9M reactions from USPTO patents (1976-2016). The task is: Predict the product of the given reaction. (1) Given the reactants [Br:1][C:2]1[C:3]2[CH:13]=[CH:12][CH:11]=[CH:10][C:4]=2[S:5][C:6]=1[C:7]([OH:9])=O.[C:14]1([CH2:20][CH2:21][NH2:22])[CH:19]=[CH:18][CH:17]=[CH:16][CH:15]=1.C1CCC(N=C=NC2CCCCC2)CC1.C1C=CC2N(O)N=NC=2C=1, predict the reaction product. The product is: [Br:1][C:2]1[C:3]2[CH:13]=[CH:12][CH:11]=[CH:10][C:4]=2[S:5][C:6]=1[C:7]([NH:22][CH2:21][CH2:20][C:14]1[CH:19]=[CH:18][CH:17]=[CH:16][CH:15]=1)=[O:9]. (2) Given the reactants [H-].[Na+].[Br:3][C:4]1[CH:5]=[C:6]([NH:10][C:11](=[O:13])[CH3:12])[CH:7]=[CH:8][CH:9]=1.[CH2:14](I)[CH3:15].CN(C)C=O, predict the reaction product. The product is: [Br:3][C:4]1[CH:5]=[C:6]([N:10]([CH2:14][CH3:15])[C:11](=[O:13])[CH3:12])[CH:7]=[CH:8][CH:9]=1. (3) Given the reactants [F:1][C:2]1[C:10]([NH:11][S:12]([CH2:15][CH2:16][CH3:17])(=[O:14])=[O:13])=[CH:9][CH:8]=[CH:7][C:3]=1[C:4]([OH:6])=[O:5].[C:18](Cl)(=O)C(Cl)=O.CO, predict the reaction product. The product is: [CH3:18][O:5][C:4](=[O:6])[C:3]1[CH:7]=[CH:8][CH:9]=[C:10]([NH:11][S:12]([CH2:15][CH2:16][CH3:17])(=[O:14])=[O:13])[C:2]=1[F:1]. (4) The product is: [CH:21]1([C:19]([N:16]2[CH2:17][CH2:18][C@@H:14]([CH2:13][N:12]3[CH:11]=[N:10][N:9]=[C:8]3[C:5]3[CH:6]=[CH:7][C:2]([C:48]4[CH:49]=[CH:50][C:51]5[O:55][CH2:54][CH2:53][C:52]=5[CH:56]=4)=[CH:3][CH:4]=3)[CH2:15]2)=[O:20])[CH2:23][CH2:22]1. Given the reactants Br[C:2]1[CH:7]=[CH:6][C:5]([C:8]2[N:12]([CH2:13][C@@H:14]3[CH2:18][CH2:17][N:16]([C:19]([CH:21]4[CH2:23][CH2:22]4)=[O:20])[CH2:15]3)[CH:11]=[N:10][N:9]=2)=[CH:4][CH:3]=1.B1(B2OC(C)(C)C(C)(C)O2)OC(C)(C)C(C)(C)O1.CC([O-])=O.[K+].Br[C:48]1[CH:49]=[CH:50][C:51]2[O:55][CH2:54][CH2:53][C:52]=2[CH:56]=1.C([O-])([O-])=O.[K+].[K+], predict the reaction product. (5) The product is: [N:1]1[CH:6]=[CH:5][CH:4]=[CH:3][C:2]=1[C:7]1[N:11]=[C:10]([C:12]2[CH:17]=[C:16]([C:23]3[CH:24]=[CH:25][N:20]=[CH:21][CH:22]=3)[CH:15]=[CH:14][C:13]=2[F:19])[O:9][N:8]=1. Given the reactants [N:1]1[CH:6]=[CH:5][CH:4]=[CH:3][C:2]=1[C:7]1[N:11]=[C:10]([C:12]2[CH:17]=[C:16](Br)[CH:15]=[CH:14][C:13]=2[F:19])[O:9][N:8]=1.[N:20]1[CH:25]=[CH:24][C:23](B(O)O)=[CH:22][CH:21]=1.C(=O)([O-])[O-].[Na+].[Na+], predict the reaction product.